Task: Regression. Given two drug SMILES strings and cell line genomic features, predict the synergy score measuring deviation from expected non-interaction effect.. Dataset: NCI-60 drug combinations with 297,098 pairs across 59 cell lines Drug 1: CC1=CC=C(C=C1)C2=CC(=NN2C3=CC=C(C=C3)S(=O)(=O)N)C(F)(F)F. Drug 2: CC12CCC3C(C1CCC2OP(=O)(O)O)CCC4=C3C=CC(=C4)OC(=O)N(CCCl)CCCl.[Na+]. Cell line: HCC-2998. Synergy scores: CSS=3.96, Synergy_ZIP=-1.88, Synergy_Bliss=-0.264, Synergy_Loewe=-0.0810, Synergy_HSA=-1.52.